From a dataset of Peptide-MHC class I binding affinity with 185,985 pairs from IEDB/IMGT. Regression. Given a peptide amino acid sequence and an MHC pseudo amino acid sequence, predict their binding affinity value. This is MHC class I binding data. (1) The peptide sequence is TSSARSSEW. The MHC is HLA-A03:01 with pseudo-sequence HLA-A03:01. The binding affinity (normalized) is 0.0847. (2) The peptide sequence is LTMVAGAVW. The MHC is HLA-A30:02 with pseudo-sequence HLA-A30:02. The binding affinity (normalized) is 0.213. (3) The peptide sequence is RVRQQVIQL. The MHC is HLA-B15:17 with pseudo-sequence HLA-B15:17. The binding affinity (normalized) is 0.677. (4) The peptide sequence is APKEFRGAL. The MHC is HLA-A02:01 with pseudo-sequence HLA-A02:01. The binding affinity (normalized) is 0.0847. (5) The peptide sequence is NREAVNHLPR. The MHC is Mamu-B8301 with pseudo-sequence Mamu-B8301. The binding affinity (normalized) is 0.519. (6) The peptide sequence is FGKWRPVQL. The MHC is HLA-B07:02 with pseudo-sequence HLA-B07:02. The binding affinity (normalized) is 0.0847. (7) The peptide sequence is ALKINWYKK. The MHC is HLA-A30:01 with pseudo-sequence HLA-A30:01. The binding affinity (normalized) is 0.432.